Dataset: Forward reaction prediction with 1.9M reactions from USPTO patents (1976-2016). Task: Predict the product of the given reaction. (1) Given the reactants [F:1][C:2]1[CH:3]=[C:4]([CH:7]=[CH:8][C:9]=1[N:10]1[CH:14]=[N:13][CH:12]=[N:11]1)[CH:5]=O.N1(C2C=C[C:23]([CH:24]=[O:25])=CC=2)C=CC=N1, predict the reaction product. The product is: [F:1][C:2]1[CH:3]=[C:4]([CH:5]=[CH:23][CH:24]=[O:25])[CH:7]=[CH:8][C:9]=1[N:10]1[CH:14]=[N:13][CH:12]=[N:11]1. (2) Given the reactants [Cl:1][C:2]1[CH:3]=[C:4]([CH:14]=[CH:15][CH:16]=1)[CH2:5]P(=O)(OCC)OCC.C[Si](C)(C)N[Si](C)(C)C.[Li].[C:27]([O:31][C:32]([N:34]1[CH2:38][CH2:37][CH2:36][C@@H:35]1[CH:39]=O)=[O:33])([CH3:30])([CH3:29])[CH3:28], predict the reaction product. The product is: [Cl:1][C:2]1[CH:3]=[C:4](/[CH:5]=[CH:39]/[C@H:35]2[CH2:36][CH2:37][CH2:38][N:34]2[C:32]([O:31][C:27]([CH3:28])([CH3:30])[CH3:29])=[O:33])[CH:14]=[CH:15][CH:16]=1. (3) Given the reactants C([O:5][C:6]([C:8]1[N:16]=[CH:15][N:14]=[C:13]2[C:9]=1[NH:10][C:11](=[O:38])[N:12]2[C:17]1[CH:22]=[C:21]([O:23][CH2:24][C:25]2[C:30]([O:31][CH3:32])=[CH:29][CH:28]=[C:27]([F:33])[C:26]=2[F:34])[C:20]([O:35][CH3:36])=[CH:19][C:18]=1[Cl:37])=O)CCC.[H-].C([Al+]CC(C)C)C(C)C.Cl, predict the reaction product. The product is: [Cl:37][C:18]1[CH:19]=[C:20]([O:35][CH3:36])[C:21]([O:23][CH2:24][C:25]2[C:30]([O:31][CH3:32])=[CH:29][CH:28]=[C:27]([F:33])[C:26]=2[F:34])=[CH:22][C:17]=1[N:12]1[C:11](=[O:38])[NH:10][C:9]2[C:13]1=[N:14][CH:15]=[N:16][C:8]=2[CH2:6][OH:5]. (4) Given the reactants [F:1][CH:2]([F:19])[C:3]1[CH:12]=[C:11]2[C:6]([CH2:7][CH2:8][CH2:9][NH:10]2)=[CH:5][C:4]=1[C:13]1[CH:14]=[N:15][N:16]([CH3:18])[CH:17]=1.Br[C:21]1[C:25]2[CH2:26][N:27]([C:30](=[O:32])[CH3:31])[CH2:28][CH2:29][C:24]=2[N:23]([CH:33]2[CH2:38][CH2:37][O:36][CH2:35]C2)[N:22]=1.COC(C)(C)C.C1(P(C2CCCCC2)C2C=CC=CC=2C2C(OC(C)C)=CC=CC=2OC(C)C)CCCCC1.C(O[Na])(C)(C)C, predict the reaction product. The product is: [F:19][CH:2]([F:1])[C:3]1[CH:12]=[C:11]2[C:6]([CH2:7][CH2:8][CH2:9][N:10]2[C:21]2[C:25]3[CH2:26][N:27]([C:30](=[O:32])[CH3:31])[CH2:28][CH2:29][C:24]=3[N:23]([CH:33]3[CH2:38][CH2:37][O:36][CH2:35]3)[N:22]=2)=[CH:5][C:4]=1[C:13]1[CH:14]=[N:15][N:16]([CH3:18])[CH:17]=1. (5) Given the reactants C[O:2][C:3](=[O:36])[CH2:4][CH2:5][NH:6][C:7](=[O:35])[C:8]1[CH:13]=[CH:12][C:11]([O:14][CH:15]([CH2:18][C:19]2[CH:24]=[CH:23][C:22]([C:25]3[CH:30]=[CH:29][C:28]([C:31]([F:34])([F:33])[F:32])=[CH:27][CH:26]=3)=[CH:21][CH:20]=2)[CH2:16][CH3:17])=[CH:10][CH:9]=1.[OH-].[Na+].Cl, predict the reaction product. The product is: [F:32][C:31]([F:33])([F:34])[C:28]1[CH:27]=[CH:26][C:25]([C:22]2[CH:23]=[CH:24][C:19]([CH2:18][CH:15]([O:14][C:11]3[CH:10]=[CH:9][C:8]([C:7]([NH:6][CH2:5][CH2:4][C:3]([OH:36])=[O:2])=[O:35])=[CH:13][CH:12]=3)[CH2:16][CH3:17])=[CH:20][CH:21]=2)=[CH:30][CH:29]=1. (6) Given the reactants [C:1]1([N:7]([CH2:30][CH2:31][C:32]([O:34][CH2:35][CH3:36])=[O:33])[C:8]([C:10]2[CH:11]=[CH:12][C:13]3[S:17][C:16]([CH2:18][N:19]([C:21]4[CH:26]=[CH:25][C:24]([C:27]#[N:28])=[CH:23][CH:22]=4)[CH3:20])=[N:15][C:14]=3[CH:29]=2)=[O:9])[CH:6]=[CH:5][CH:4]=[CH:3][CH:2]=1.[ClH:37].C(O)C.C(=O)([O-])[O-].[NH4+:45].[NH4+], predict the reaction product. The product is: [ClH:37].[C:1]1([N:7]([CH2:30][CH2:31][C:32]([O:34][CH2:35][CH3:36])=[O:33])[C:8]([C:10]2[CH:11]=[CH:12][C:13]3[S:17][C:16]([CH2:18][N:19]([C:21]4[CH:22]=[CH:23][C:24]([C:27](=[NH:45])[NH2:28])=[CH:25][CH:26]=4)[CH3:20])=[N:15][C:14]=3[CH:29]=2)=[O:9])[CH:6]=[CH:5][CH:4]=[CH:3][CH:2]=1.